From a dataset of Full USPTO retrosynthesis dataset with 1.9M reactions from patents (1976-2016). Predict the reactants needed to synthesize the given product. (1) Given the product [CH3:24][C:18]1[CH:19]=[CH:20][C:21]([NH:23][C:9]([O:11][C:12]([CH3:13])([CH3:14])[CH3:15])=[O:10])=[CH:22][C:17]=1[NH2:16], predict the reactants needed to synthesize it. The reactants are: [C:12]([O:11][C:9](O[C:9]([O:11][C:12]([CH3:15])([CH3:14])[CH3:13])=[O:10])=[O:10])([CH3:15])([CH3:14])[CH3:13].[NH2:16][C:17]1[CH:22]=[C:21]([NH2:23])[CH:20]=[CH:19][C:18]=1[CH3:24].C(N(CC)CC)C.CCCCCC.C(OCC)(=O)C. (2) Given the product [NH2:7][CH:8]([CH2:28][C:29]1[CH:30]=[CH:31][C:32]([Cl:35])=[CH:33][CH:34]=1)[C:9]([N:11]1[CH2:16][CH2:15][C:14]([CH2:17][NH:18][C:19]([NH2:21])=[NH:20])([CH:22]2[CH2:23][CH2:24][CH2:25][CH2:26][CH2:27]2)[CH2:13][CH2:12]1)=[O:10], predict the reactants needed to synthesize it. The reactants are: C(OC(=O)[NH:7][CH:8]([CH2:28][C:29]1[CH:34]=[CH:33][C:32]([Cl:35])=[CH:31][CH:30]=1)[C:9]([N:11]1[CH2:16][CH2:15][C:14]([CH:22]2[CH2:27][CH2:26][CH2:25][CH2:24][CH2:23]2)([CH2:17][NH:18][C:19]([NH2:21])=[NH:20])[CH2:13][CH2:12]1)=[O:10])(C)(C)C. (3) Given the product [Br:5][C:6]1[CH:13]=[CH:12][C:9]([CH2:10][N:11]=[C:1]=[S:2])=[CH:8][CH:7]=1, predict the reactants needed to synthesize it. The reactants are: [C:1](Cl)(Cl)=[S:2].[Br:5][C:6]1[CH:13]=[CH:12][C:9]([CH2:10][NH2:11])=[CH:8][CH:7]=1.[OH-].[Na+]. (4) Given the product [C:1]([C:4]1[N:5]([CH2:22][C:23]2[CH:31]=[CH:30][C:26]([C:27]([N:35]([O:34][CH3:33])[CH3:36])=[O:29])=[CH:25][CH:24]=2)[C:6](=[O:21])[C:7]2[C:12]([C:13]=1[C:14]1[CH:15]=[CH:16][CH:17]=[CH:18][CH:19]=1)=[CH:11][C:10]([Br:20])=[CH:9][CH:8]=2)(=[O:3])[CH3:2], predict the reactants needed to synthesize it. The reactants are: [C:1]([C:4]1[N:5]([CH2:22][C:23]2[CH:31]=[CH:30][C:26]([C:27]([OH:29])=O)=[CH:25][CH:24]=2)[C:6](=[O:21])[C:7]2[C:12]([C:13]=1[C:14]1[CH:19]=[CH:18][CH:17]=[CH:16][CH:15]=1)=[CH:11][C:10]([Br:20])=[CH:9][CH:8]=2)(=[O:3])[CH3:2].Cl.[CH3:33][O:34][NH:35][CH3:36].ON1C2C=CC=CC=2N=N1.C(N=C=NCCCN(C)C)C.